Predict the reactants needed to synthesize the given product. From a dataset of Full USPTO retrosynthesis dataset with 1.9M reactions from patents (1976-2016). (1) Given the product [CH3:1][C:2]1[C:6]([C:7]2[CH:19]=[C:18]3[C:10]([C:11]4[CH:12]=[C:13]([C:20]([OH:22])=[O:21])[CH:14]=[CH:15][C:16]=4[NH:17]3)=[C:9]([C:25](=[O:28])[NH:26][CH3:27])[CH:8]=2)=[C:5]([CH3:29])[O:4][N:3]=1, predict the reactants needed to synthesize it. The reactants are: [CH3:1][C:2]1[C:6]([C:7]2[CH:19]=[C:18]3[C:10]([C:11]4[CH:12]=[C:13]([C:20]([O:22]CC)=[O:21])[CH:14]=[CH:15][C:16]=4[NH:17]3)=[C:9]([C:25](=[O:28])[NH:26][CH3:27])[CH:8]=2)=[C:5]([CH3:29])[O:4][N:3]=1.[OH-].[Na+]. (2) Given the product [OH:4][CH:5]1[CH:17]=[CH:16][C:15]2[C:14]3[C:9](=[CH:10][C:11]([OH:18])=[CH:12][CH:13]=3)[C:8]([CH3:22])([CH3:23])[C:7]=2[C:6]1=[O:24], predict the reactants needed to synthesize it. The reactants are: C([O:4][CH:5]1[CH:17]=[CH:16][C:15]2[C:14]3[C:9](=[CH:10][C:11]([O:18]C(=O)C)=[CH:12][CH:13]=3)[C:8]([CH3:23])([CH3:22])[C:7]=2[C:6]1=[O:24])(=O)C.O.[OH-].[Li+].Cl. (3) Given the product [O-:8][S:6]([C:9]([F:12])([F:11])[F:10])(=[O:7])=[O:5].[CH3:1][S+:2]([CH3:4])[CH3:3], predict the reactants needed to synthesize it. The reactants are: [CH3:1][S:2][CH3:3].[CH3:4][O:5][S:6]([C:9]([F:12])([F:11])[F:10])(=[O:8])=[O:7]. (4) Given the product [CH3:29][C:30]1[CH:31]=[N:32][N:33]([C:2]2[CH:7]=[CH:6][C:5]([N:8]3[CH2:13][CH2:12][CH2:11][C@H:10]([NH:14][C@@H:15]4[CH2:20][CH2:19][CH2:18][CH2:17][C@H:16]4[NH:21][C:22](=[O:28])[O:23][C:24]([CH3:27])([CH3:26])[CH3:25])[CH2:9]3)=[CH:4][CH:3]=2)[CH:34]=1, predict the reactants needed to synthesize it. The reactants are: I[C:2]1[CH:7]=[CH:6][C:5]([N:8]2[CH2:13][CH2:12][CH2:11][C@H:10]([NH:14][C@@H:15]3[CH2:20][CH2:19][CH2:18][CH2:17][C@H:16]3[NH:21][C:22](=[O:28])[O:23][C:24]([CH3:27])([CH3:26])[CH3:25])[CH2:9]2)=[CH:4][CH:3]=1.[CH3:29][C:30]1[CH:31]=[N:32][NH:33][CH:34]=1.CN[C@@H]1CCCC[C@H]1NC.C([O-])([O-])=O.[K+].[K+].